Dataset: Reaction yield outcomes from USPTO patents with 853,638 reactions. Task: Predict the reaction yield, written as a fraction of the theoretical maximum amount of product (1.0 means a 100% yield; for example, 0.34 means a 34% yield). (1) The reactants are [CH2:1]([C:3]1[S:7][C:6]([C:8]([O:10]C)=[O:9])=[CH:5][C:4]=1[C:12]1[N:16]([CH3:17])[N:15]=[CH:14][C:13]=1[CH2:18][CH3:19])[CH3:2].[OH-].[Na+]. The catalyst is O1CCCC1. The product is [CH2:1]([C:3]1[S:7][C:6]([C:8]([OH:10])=[O:9])=[CH:5][C:4]=1[C:12]1[N:16]([CH3:17])[N:15]=[CH:14][C:13]=1[CH2:18][CH3:19])[CH3:2]. The yield is 1.00. (2) The reactants are C([Li])CCC.Br[C:7]1[C:12]([CH3:13])=[C:11]([O:14][CH3:15])[C:10]([CH3:16])=[C:9]([CH3:17])[C:8]=1[O:18][CH3:19].[CH2:20]([N:27]1[CH2:32][CH2:31][CH:30]([CH:33]=[O:34])[CH2:29][CH2:28]1)[C:21]1[CH:26]=[CH:25][CH:24]=[CH:23][CH:22]=1.O. The catalyst is O1CCCC1. The product is [CH2:20]([N:27]1[CH2:32][CH2:31][CH:30]([CH:33]([C:7]2[C:12]([CH3:13])=[C:11]([O:14][CH3:15])[C:10]([CH3:16])=[C:9]([CH3:17])[C:8]=2[O:18][CH3:19])[OH:34])[CH2:29][CH2:28]1)[C:21]1[CH:26]=[CH:25][CH:24]=[CH:23][CH:22]=1. The yield is 0.520. (3) The reactants are [H-].[Na+].[Cl:3][C:4]1[NH:5][C:6]2[C:11]([CH:12]=1)=[CH:10][CH:9]=[CH:8][CH:7]=2.Cl[CH2:14][N:15]1[CH2:19][CH:18]([CH2:20][CH2:21][CH3:22])[CH2:17][C:16]1=[O:23].O. The catalyst is CN(C=O)C. The product is [Cl:3][C:4]1[N:5]([CH2:14][N:15]2[CH2:19][CH:18]([CH2:20][CH2:21][CH3:22])[CH2:17][C:16]2=[O:23])[C:6]2[C:11]([CH:12]=1)=[CH:10][CH:9]=[CH:8][CH:7]=2. The yield is 0.420. (4) The reactants are [NH:1]1[C:5]2[CH:6]=[CH:7][CH:8]=[CH:9][C:4]=2[NH:3][C:2]1=[C:10]([C:20]([C:22]1[CH:27]=[CH:26][CH:25]=[C:24]([CH:28]([OH:33])[CH2:29][C:30](=[O:32])[CH3:31])[CH:23]=1)=[O:21])[C:11]([C:13]1[CH:18]=[CH:17][CH:16]=[C:15]([F:19])[CH:14]=1)=[O:12].[BH4-].[Na+]. The catalyst is C(O)C. The product is [NH:1]1[C:5]2[CH:6]=[CH:7][CH:8]=[CH:9][C:4]=2[NH:3][C:2]1=[C:10]([C:11]([C:13]1[CH:18]=[CH:17][CH:16]=[C:15]([F:19])[CH:14]=1)=[O:12])[C:20]([C:22]1[CH:27]=[CH:26][CH:25]=[C:24]([CH:28]([OH:33])[CH2:29][CH:30]([OH:32])[CH3:31])[CH:23]=1)=[O:21]. The yield is 0.600. (5) No catalyst specified. The yield is 1.00. The reactants are [CH2:1]([O:3][C:4]([C:6]1[CH:7]=[N:8][C:9]2[C:14]([C:15]=1Cl)=[CH:13][C:12]([F:17])=[CH:11][C:10]=2[O:18][CH3:19])=[O:5])[CH3:2].[CH:20]1([NH2:25])[CH2:24][CH2:23][CH2:22][CH2:21]1. The product is [CH2:1]([O:3][C:4]([C:6]1[CH:7]=[N:8][C:9]2[C:14]([C:15]=1[NH:25][CH:20]1[CH2:24][CH2:23][CH2:22][CH2:21]1)=[CH:13][C:12]([F:17])=[CH:11][C:10]=2[O:18][CH3:19])=[O:5])[CH3:2]. (6) The reactants are B(Cl)(Cl)Cl.[CH2:5]([NH:7][C:8]([C:10]1[C:14]([C:15]2[CH:20]=[CH:19][C:18]([CH2:21][N:22]3[CH2:27][CH2:26][O:25][CH2:24][CH2:23]3)=[CH:17][CH:16]=2)=[C:13]([C:28]2[CH:33]=[C:32]([Cl:34])[C:31]([O:35]CC3C=CC=CC=3)=[CH:30][C:29]=2[O:43]CC2C=CC=CC=2)[O:12][N:11]=1)=[O:9])[CH3:6].C([O-])(O)=O.[Na+]. The catalyst is C(Cl)Cl. The product is [CH2:5]([NH:7][C:8]([C:10]1[C:14]([C:15]2[CH:16]=[CH:17][C:18]([CH2:21][N:22]3[CH2:27][CH2:26][O:25][CH2:24][CH2:23]3)=[CH:19][CH:20]=2)=[C:13]([C:28]2[CH:33]=[C:32]([Cl:34])[C:31]([OH:35])=[CH:30][C:29]=2[OH:43])[O:12][N:11]=1)=[O:9])[CH3:6]. The yield is 0.640. (7) The reactants are [CH2:1]([N:8]1[C:16]2[C:11](=[CH:12][C:13]([C:17]([OH:26])([C:22]([F:25])([F:24])[F:23])[C:18]([F:21])([F:20])[F:19])=[CH:14][CH:15]=2)[CH:10]=[C:9]1[CH2:27]O[Si](C(C)C)(C(C)C)C(C)C)[C:2]1[CH:7]=[CH:6][CH:5]=[CH:4][CH:3]=1. The catalyst is CO.[Pd]. The product is [CH2:1]([N:8]1[C:16]2[C:11](=[CH:12][C:13]([C:17]([OH:26])([C:18]([F:21])([F:19])[F:20])[C:22]([F:23])([F:24])[F:25])=[CH:14][CH:15]=2)[CH:10]=[C:9]1[CH3:27])[C:2]1[CH:3]=[CH:4][CH:5]=[CH:6][CH:7]=1. The yield is 0.930.